From a dataset of Forward reaction prediction with 1.9M reactions from USPTO patents (1976-2016). Predict the product of the given reaction. (1) Given the reactants [Cl:1][C:2]1[C:7]([Cl:8])=[C:6]([C:9]([OH:18])([C:14]([F:17])([F:16])[F:15])[C:10]([F:13])([F:12])[F:11])[CH:5]=[CH:4][C:3]=1[C:19]1[S:23][C:22]([C:24]([O:26]CC)=[O:25])=[N:21][C:20]=1[C:29](=[O:35])[N:30]([CH2:33][CH3:34])[CH2:31][CH3:32].C1COCC1.O.O[Li:43].O, predict the reaction product. The product is: [Cl:1][C:2]1[C:7]([Cl:8])=[C:6]([C:9]([OH:18])([C:10]([F:13])([F:11])[F:12])[C:14]([F:15])([F:17])[F:16])[CH:5]=[CH:4][C:3]=1[C:19]1[S:23][C:22]([C:24]([O-:26])=[O:25])=[N:21][C:20]=1[C:29](=[O:35])[N:30]([CH2:33][CH3:34])[CH2:31][CH3:32].[Li+:43]. (2) Given the reactants [OH:1][C:2]1[CH:10]=[C:9]2[C:5]([CH2:6][C:7]3([CH2:19][C:18]4[C:13](=[CH:14][CH:15]=[C:16]([OH:20])[CH:17]=4)[CH2:12]3)[C:8]2=[O:11])=[CH:4][CH:3]=1.[CH2:21]([Mg]Cl)[CH3:22].[Cl-].[NH4+].C(OCC)(=O)C, predict the reaction product. The product is: [OH:11][C:8]1([CH2:21][CH3:22])[C:9]2[C:5](=[CH:4][CH:3]=[C:2]([OH:1])[CH:10]=2)[CH2:6][C:7]21[CH2:19][C:18]1[C:13](=[CH:14][CH:15]=[C:16]([OH:20])[CH:17]=1)[CH2:12]2. (3) Given the reactants [CH3:1][C:2]1[N:6]([C:7]2[CH:12]=[CH:11][CH:10]=[CH:9][N:8]=2)[N:5]=[CH:4][CH:3]=1.[I:13]N1C(=O)CCC1=O.C(#N)C, predict the reaction product. The product is: [I:13][C:3]1[CH:4]=[N:5][N:6]([C:7]2[CH:12]=[CH:11][CH:10]=[CH:9][N:8]=2)[C:2]=1[CH3:1]. (4) Given the reactants [N:1]1([CH:7]2[CH2:30][NH:29][C:10]3=[N:11][C:12]([C:22]4[CH:27]=[CH:26][C:25]([CH3:28])=[CH:24][CH:23]=4)=[C:13]([C:15]4[CH:20]=[CH:19][C:18]([CH3:21])=[CH:17][CH:16]=4)[N:14]=[C:9]3[CH2:8]2)[CH2:6][CH2:5][CH2:4][CH2:3][CH2:2]1.O=[CH:32][CH2:33][CH2:34][CH2:35][CH2:36][CH2:37][C:38]([O:40][CH2:41][CH3:42])=[O:39].C(O[BH-](OC(=O)C)OC(=O)C)(=O)C.[Na+], predict the reaction product. The product is: [N:1]1([CH:7]2[CH2:30][N:29]([CH2:32][CH2:33][CH2:34][CH2:35][CH2:36][CH2:37][C:38]([O:40][CH2:41][CH3:42])=[O:39])[C:10]3=[N:11][C:12]([C:22]4[CH:23]=[CH:24][C:25]([CH3:28])=[CH:26][CH:27]=4)=[C:13]([C:15]4[CH:20]=[CH:19][C:18]([CH3:21])=[CH:17][CH:16]=4)[N:14]=[C:9]3[CH2:8]2)[CH2:6][CH2:5][CH2:4][CH2:3][CH2:2]1. (5) Given the reactants [Br:1][C:2]1[CH:10]=[C:9]([CH:11]([CH3:13])[CH3:12])[C:8]([Br:14])=[C:7]2[C:3]=1[CH2:4][CH:5]([CH3:16])[C:6]2=[O:15].[BH4-].[Na+].[OH-].[K+].I[CH3:22], predict the reaction product. The product is: [Br:1][C:2]1[CH:10]=[C:9]([CH:11]([CH3:12])[CH3:13])[C:8]([Br:14])=[C:7]2[C:3]=1[CH2:4][CH:5]([CH3:16])[CH:6]2[O:15][CH3:22]. (6) Given the reactants Cl.Cl.[NH2:3][CH2:4][C:5]1[CH:10]=[CH:9][N:8]=[C:7]([C:11]2([NH:14][C:15]([C:17]3([NH:20][C:21]([C:23]4[N:27]5[C@@:28]([CH2:41][C:42]6[CH:47]=[CH:46][C:45]([C:48]#[N:49])=[CH:44][CH:43]=6)([CH3:40])[C:29](=[O:39])[N:30]([C:31]6[CH:36]=[C:35]([Cl:37])[CH:34]=[C:33]([Cl:38])[CH:32]=6)[C:26]5=[N:25][CH:24]=4)=[O:22])[CH2:19][CH2:18]3)=[O:16])[CH2:13][CH2:12]2)[CH:6]=1.CCN(C(C)C)[CH:53]([CH3:55])[CH3:54].BrCCCBr, predict the reaction product. The product is: [N:3]1([CH2:4][C:5]2[CH:10]=[CH:9][N:8]=[C:7]([C:11]3([NH:14][C:15]([C:17]4([NH:20][C:21]([C:23]5[N:27]6[C@@:28]([CH2:41][C:42]7[CH:47]=[CH:46][C:45]([C:48]#[N:49])=[CH:44][CH:43]=7)([CH3:40])[C:29](=[O:39])[N:30]([C:31]7[CH:36]=[C:35]([Cl:37])[CH:34]=[C:33]([Cl:38])[CH:32]=7)[C:26]6=[N:25][CH:24]=5)=[O:22])[CH2:18][CH2:19]4)=[O:16])[CH2:12][CH2:13]3)[CH:6]=2)[CH2:55][CH2:53][CH2:54]1.